Dataset: Full USPTO retrosynthesis dataset with 1.9M reactions from patents (1976-2016). Task: Predict the reactants needed to synthesize the given product. Given the product [Br:45][CH2:2][C:29]1[C:22]2[S:21][CH:25]=[CH:24][C:23]=2[C:26]([O:30][CH2:31][CH2:32][C:33]2[N:34]=[C:35]([C:39]3[CH:44]=[CH:43][CH:42]=[CH:41][CH:40]=3)[O:36][C:37]=2[CH3:38])=[CH:27][CH:28]=1, predict the reactants needed to synthesize it. The reactants are: B(O)(O)[C@H:2]1N(C([C@@H](N)C(C)C)=O)CCC1.CS(O)(=O)=O.[S:21]1[CH:25]=[CH:24][C:23]2[C:26]([O:30][CH2:31][CH2:32][C:33]3[N:34]=[C:35]([C:39]4[CH:44]=[CH:43][CH:42]=[CH:41][CH:40]=4)[O:36][C:37]=3[CH3:38])=[CH:27][CH:28]=[CH:29][C:22]1=2.[BrH:45].O1CCCOO1.